From a dataset of Full USPTO retrosynthesis dataset with 1.9M reactions from patents (1976-2016). Predict the reactants needed to synthesize the given product. (1) Given the product [CH3:1][C:2]1[N:6]=[C:5]([CH2:7][O:8][C:9]2[CH:14]=[CH:13][C:12]3[N:15]=[C:37]([C:36]4[CH:35]=[CH:34][C:33]([C:31]([NH:30][C:27]5[CH:28]=[C:29]6[C:24]([CH:23]=[CH:22][NH:21]6)=[CH:25][CH:26]=5)=[O:32])=[CH:40][CH:39]=4)[NH:18][C:11]=3[CH:10]=2)[O:4][N:3]=1, predict the reactants needed to synthesize it. The reactants are: [CH3:1][C:2]1[N:6]=[C:5]([CH2:7][O:8][C:9]2[CH:14]=[CH:13][C:12]([N+:15]([O-])=O)=[C:11]([N+:18]([O-])=O)[CH:10]=2)[O:4][N:3]=1.[NH:21]1[C:29]2[C:24](=[CH:25][CH:26]=[C:27]([NH:30][C:31]([C:33]3[CH:40]=[CH:39][C:36]([CH:37]=O)=[CH:35][CH:34]=3)=[O:32])[CH:28]=2)[CH:23]=[CH:22]1. (2) The reactants are: CC(CSC[C@H]1[O:11][C@@H:10](N2C3NC=NC(=O)C=3N=C2)[C@H](O)[C@@H]1O)C.Cl.[CH3:25][O:26][C:27](=[O:32])[C@H:28]([CH2:30][OH:31])[NH2:29].C(Cl)(Cl)=O. Given the product [CH3:25][O:26][C:27]([CH:28]1[CH2:30][O:31][C:10](=[O:11])[NH:29]1)=[O:32], predict the reactants needed to synthesize it. (3) Given the product [CH2:12]([N:2]1[CH:3]=[C:4]([C:5]([O:7][CH2:8][CH3:9])=[O:6])[N:10]=[CH:11]1)[CH:13]=[CH2:14], predict the reactants needed to synthesize it. The reactants are: C[N:2]([CH3:12])/[CH:3]=[C:4](\[N+:10]#[C-:11])/[C:5]([O:7][CH2:8][CH3:9])=[O:6].[CH2:13](N)[CH:14]=C. (4) Given the product [CH3:13][C:12]([CH3:15])([CH3:14])[C:11]([N:10]([CH2:17][CH:18]1[CH2:22][O:21][C:20](=[O:23])[O:19]1)[C:3]1[C:2](/[CH:26]=[CH:25]/[C:24]([O:28][CH2:29][CH2:30][CH2:31][CH3:32])=[O:27])=[CH:7][CH:6]=[C:5]([O:8][CH3:9])[N:4]=1)=[O:16], predict the reactants needed to synthesize it. The reactants are: Br[C:2]1[C:3]([N:10]([CH2:17][CH:18]2[CH2:22][O:21][C:20](=[O:23])[O:19]2)[C:11](=[O:16])[C:12]([CH3:15])([CH3:14])[CH3:13])=[N:4][C:5]([O:8][CH3:9])=[CH:6][CH:7]=1.[C:24]([O:28][CH2:29][CH2:30][CH2:31][CH3:32])(=[O:27])[CH:25]=[CH2:26].O.